This data is from Catalyst prediction with 721,799 reactions and 888 catalyst types from USPTO. The task is: Predict which catalyst facilitates the given reaction. (1) Reactant: Cl[C:2]1[C:3](=[O:15])[N:4]([CH:9]2[CH2:14][CH2:13][CH2:12][CH2:11][O:10]2)[N:5]=[CH:6][C:7]=1[CH3:8].[CH3:16][O:17][C:18]1[CH:23]=[C:22]([O:24][CH3:25])[CH:21]=[CH:20][C:19]=1B(O)O.C1(P(C2CCCCC2)C2CCCCC2)CCCCC1.O.P([O-])([O-])([O-])=O.[K+].[K+].[K+]. Product: [CH3:16][O:17][C:18]1[CH:23]=[C:22]([O:24][CH3:25])[CH:21]=[CH:20][C:19]=1[C:2]1[C:3](=[O:15])[N:4]([CH:9]2[CH2:14][CH2:13][CH2:12][CH2:11][O:10]2)[N:5]=[CH:6][C:7]=1[CH3:8]. The catalyst class is: 62. (2) Reactant: [C:1]([O:4][CH2:5][C@H:6]1[CH2:11][C@@H:10]([O:12][C:13](=[O:15])[CH3:14])[CH2:9][CH2:8][C@@:7]1([C@H:17]1[CH2:25][CH2:24][C@@:23]2([CH3:26])[C@@H:19]([CH2:20][CH2:21][C@:22]2([C:28]2[O:29][CH:30]=[CH:31][CH:32]=2)[OH:27])[C@@H:18]1[CH2:33]O)[CH3:16])(=[O:3])[CH3:2].CS(Cl)(=O)=O.[N-:40]=[N+:41]=[N-:42].[Na+]. Product: [C:1]([O:4][CH2:5][C@H:6]1[CH2:11][C@@H:10]([O:12][C:13](=[O:15])[CH3:14])[CH2:9][CH2:8][C@@:7]1([C@H:17]1[CH2:25][CH2:24][C@@:23]2([CH3:26])[C@@H:19]([CH2:20][CH2:21][C@:22]2([C:28]2[O:29][CH:30]=[CH:31][CH:32]=2)[OH:27])[C@@H:18]1[CH2:33][N:40]=[N+:41]=[N-:42])[CH3:16])(=[O:3])[CH3:2]. The catalyst class is: 2. (3) Reactant: CN(C(ON1N=NC2C=CC=NC1=2)=[N+](C)C)C.F[P-](F)(F)(F)(F)F.CCN(C(C)C)C(C)C.[CH2:34]([O:41][N:42]1[C:48](=[O:49])[N:47]2[CH2:50][C@H:43]1[CH2:44][CH2:45][C@H:46]2[C:51]([OH:53])=O)[C:35]1[CH:40]=[CH:39][CH:38]=[CH:37][CH:36]=1.[NH:54]([C:56](=[O:69])[CH2:57][CH:58]1[CH2:61][N:60]([C:62]([O:64][C:65]([CH3:68])([CH3:67])[CH3:66])=[O:63])[CH2:59]1)[NH2:55]. Product: [CH2:34]([O:41][N:42]1[C:48](=[O:49])[N:47]2[CH2:50][C@H:43]1[CH2:44][CH2:45][C@H:46]2[C:51]([NH:55][NH:54][C:56](=[O:69])[CH2:57][CH:58]1[CH2:61][N:60]([C:62]([O:64][C:65]([CH3:67])([CH3:66])[CH3:68])=[O:63])[CH2:59]1)=[O:53])[C:35]1[CH:36]=[CH:37][CH:38]=[CH:39][CH:40]=1. The catalyst class is: 2. (4) Reactant: [C:1]([O:5][C:6](=[O:22])[C@@H:7]([N:10]1[C:15](=[O:16])[C:14]2[N:17]=[CH:18][CH:19]=[CH:20][C:13]=2[NH:12][C:11]1=[O:21])[CH2:8][CH3:9])([CH3:4])([CH3:3])[CH3:2].Br[CH2:24][C:25]1[C:29]2[C:30]([CH3:35])=[CH:31][C:32]([CH3:34])=[CH:33][C:28]=2[S:27][N:26]=1.C(=O)([O-])[O-].[K+].[K+]. Product: [C:1]([O:5][C:6](=[O:22])[C@@H:7]([N:10]1[C:15](=[O:16])[C:14]2[N:17]=[CH:18][CH:19]=[CH:20][C:13]=2[N:12]([CH2:24][C:25]2[C:29]3[C:30]([CH3:35])=[CH:31][C:32]([CH3:34])=[CH:33][C:28]=3[S:27][N:26]=2)[C:11]1=[O:21])[CH2:8][CH3:9])([CH3:2])([CH3:3])[CH3:4]. The catalyst class is: 6.